Dataset: Forward reaction prediction with 1.9M reactions from USPTO patents (1976-2016). Task: Predict the product of the given reaction. (1) Given the reactants [C:1]([O:5][C:6]([NH:8][CH2:9][CH2:10][CH2:11][C@H:12]([NH:17][C:18]([C:20]1[C:21](=[O:35])[N:22]([CH2:26][C:27]2[CH:32]=[C:31]([F:33])[CH:30]=[C:29]([F:34])[CH:28]=2)[CH:23]=[CH:24][CH:25]=1)=[O:19])[C:13]([O:15]C)=[O:14])=[O:7])([CH3:4])([CH3:3])[CH3:2].C1COCC1.[OH-].[Na+], predict the reaction product. The product is: [C:1]([O:5][C:6]([NH:8][CH2:9][CH2:10][CH2:11][C@H:12]([NH:17][C:18]([C:20]1[C:21](=[O:35])[N:22]([CH2:26][C:27]2[CH:32]=[C:31]([F:33])[CH:30]=[C:29]([F:34])[CH:28]=2)[CH:23]=[CH:24][CH:25]=1)=[O:19])[C:13]([OH:15])=[O:14])=[O:7])([CH3:4])([CH3:2])[CH3:3]. (2) Given the reactants [Br:1][C:2]1[CH:10]=[C:9]([C:11]([OH:13])=[O:12])[C:5]2[NH:6][CH:7]=[N:8][C:4]=2[CH:3]=1.[C:14](Cl)(=O)[C:15](Cl)=O.C(O)C, predict the reaction product. The product is: [Br:1][C:2]1[CH:10]=[C:9]([C:11]([O:13][CH2:14][CH3:15])=[O:12])[C:5]2[NH:6][CH:7]=[N:8][C:4]=2[CH:3]=1. (3) Given the reactants [CH:1]1([CH2:7][C@H:8]([NH:12][C:13](=[O:19])OC(C)(C)C)[C@H:9]2[CH2:11][O:10]2)[CH2:6][CH2:5][CH2:4][CH2:3][CH2:2]1.[CH2:20]([C:22]1[CH:23]=[C:24]([CH:27]=[CH:28][CH:29]=1)[CH2:25][NH2:26])[CH3:21].C(O)(C(F)(F)F)=O.CN1CCOCC1.[CH2:44]([N:47]([CH2:60][CH2:61][CH3:62])[C:48]([C:50]1[CH:51]=[C:52]([CH:56]=[C:57]([CH3:59])[CH:58]=1)C(O)=O)=[O:49])[CH2:45][CH3:46].C1N=CN(C(N2C=NC=C2)=O)C=1.[ClH:75], predict the reaction product. The product is: [ClH:75].[CH:1]1([CH2:7][C@H:8]([NH:12][C:13](=[O:19])[C:52]2[CH:56]=[C:57]([CH3:59])[CH:58]=[C:50]([C:48]([N:47]([CH2:44][CH2:45][CH3:46])[CH2:60][CH2:61][CH3:62])=[O:49])[CH:51]=2)[C@H:9]([OH:10])[CH2:11][NH:26][CH2:25][C:24]2[CH:27]=[CH:28][CH:29]=[C:22]([CH2:20][CH3:21])[CH:23]=2)[CH2:2][CH2:3][CH2:4][CH2:5][CH2:6]1. (4) Given the reactants Cl.O1CCOCC1.C(OC([NH:15][C:16]1[CH:17]=[N:18][CH:19]=[CH:20][C:21]=1[C@H:22]1[CH2:27][C@@H:26]([NH:28][C:29](=[O:35])[O:30][C:31]([CH3:34])([CH3:33])[CH3:32])[C@@H:25]([N:36]=[N+:37]=[N-:38])[C@@H:24]([CH3:39])[CH2:23]1)=O)(C)(C)C.CC(OC(OC(OC(C)(C)C)=O)=O)(C)C, predict the reaction product. The product is: [NH2:15][C:16]1[CH:17]=[N:18][CH:19]=[CH:20][C:21]=1[C@H:22]1[CH2:27][C@@H:26]([NH:28][C:29](=[O:35])[O:30][C:31]([CH3:34])([CH3:33])[CH3:32])[C@@H:25]([N:36]=[N+:37]=[N-:38])[C@@H:24]([CH3:39])[CH2:23]1. (5) Given the reactants [NH:1]1[CH:8]=[CH:7][C:5]([NH2:6])=[N:4][C:2]1=[O:3].C(N(CC)CC)C.[Cl:16][C:17]1[CH:18]=[C:19]([CH:22]=[CH:23][C:24]=1[O:25][CH3:26])[CH2:20]Br, predict the reaction product. The product is: [Cl:16][C:17]1[CH:18]=[C:19]([CH:22]=[CH:23][C:24]=1[O:25][CH3:26])[CH2:20][NH:6][C:5]1[CH:7]=[CH:8][NH:1][C:2](=[O:3])[N:4]=1. (6) Given the reactants [C:1]([O:5][C:6]([N:8]1[CH2:13][CH2:12][N:11]([S:14]([C:17]2[N:18]([S:27]([C:30]3[CH:35]=[CH:34][CH:33]=[CH:32][CH:31]=3)(=[O:29])=[O:28])[C:19]3[C:24]([CH:25]=2)=[CH:23][C:22]([Cl:26])=[CH:21][CH:20]=3)(=[O:16])=[O:15])[CH2:10][CH:9]1[CH2:36][C:37](OC)=[O:38])=[O:7])([CH3:4])([CH3:3])[CH3:2].[BH4-].[Li+], predict the reaction product. The product is: [Cl:26][C:22]1[CH:23]=[C:24]2[C:19](=[CH:20][CH:21]=1)[N:18]([S:27]([C:30]1[CH:31]=[CH:32][CH:33]=[CH:34][CH:35]=1)(=[O:29])=[O:28])[C:17]([S:14]([N:11]1[CH2:12][CH2:13][N:8]([C:6]([O:5][C:1]([CH3:2])([CH3:3])[CH3:4])=[O:7])[CH:9]([CH2:36][CH2:37][OH:38])[CH2:10]1)(=[O:15])=[O:16])=[CH:25]2.